Dataset: Reaction yield outcomes from USPTO patents with 853,638 reactions. Task: Predict the reaction yield, written as a fraction of the theoretical maximum amount of product (1.0 means a 100% yield; for example, 0.34 means a 34% yield). (1) The reactants are [H-].[Na+].[S:3]([N:13]1[C:17]2=[N:18][CH:19]=[C:20]([NH:22][C:23](=[O:29])[O:24][C:25]([CH3:28])([CH3:27])[CH3:26])[N:21]=[C:16]2[CH:15]=[CH:14]1)([C:6]1[CH:12]=[CH:11][C:9]([CH3:10])=[CH:8][CH:7]=1)(=[O:5])=[O:4].Br[CH2:31][C:32]([CH:34]1[CH2:39][CH2:38][CH2:37][CH2:36][CH2:35]1)=[O:33]. The catalyst is CN(C=O)C. The product is [CH:34]1([C:32](=[O:33])[CH2:31][N:22]([C:20]2[N:21]=[C:16]3[CH:15]=[CH:14][N:13]([S:3]([C:6]4[CH:7]=[CH:8][C:9]([CH3:10])=[CH:11][CH:12]=4)(=[O:5])=[O:4])[C:17]3=[N:18][CH:19]=2)[C:23](=[O:29])[O:24][C:25]([CH3:26])([CH3:28])[CH3:27])[CH2:39][CH2:38][CH2:37][CH2:36][CH2:35]1. The yield is 0.320. (2) The reactants are [CH:1]1[N:5]=[CH:4][N:3]([CH2:6][C:7]([P:13]([OH:16])([OH:15])=[O:14])([P:9]([OH:12])([OH:11])=[O:10])[OH:8])[CH:2]=1.[OH-:17].[Na+:18].O. The yield is 0.930. The product is [CH:1]1[N:5]=[CH:4][N:3]([CH2:6][C:7]([P:9]([O-:12])([OH:11])=[O:10])([P:13]([O-:15])([OH:16])=[O:14])[OH:8])[CH:2]=1.[OH2:17].[OH2:8].[OH2:8].[OH2:8].[Na+:18].[Na+:18]. The catalyst is CO. (3) The reactants are C[Si]([N-][Si](C)(C)C)(C)C.[Li+].[C:11]([O:15][C:16]([N:18]1[CH2:22][CH2:21][CH:20]([C:23]([C:25]2[CH:26]=[C:27]3[C:31](=[CH:32][CH:33]=2)[N:30]([Si:34]([CH:41]([CH3:43])[CH3:42])([CH:38]([CH3:40])[CH3:39])[CH:35]([CH3:37])[CH3:36])[CH:29]=[CH:28]3)=[O:24])[CH2:19]1)=[O:17])([CH3:14])([CH3:13])[CH3:12].[CH2:44](Br)[C:45]1[CH:50]=[CH:49][CH:48]=[CH:47][CH:46]=1. The catalyst is C1COCC1. The product is [C:11]([O:15][C:16]([N:18]1[CH2:22][CH2:21][C:20]([CH2:44][C:45]2[CH:50]=[CH:49][CH:48]=[CH:47][CH:46]=2)([C:23]([C:25]2[CH:26]=[C:27]3[C:31](=[CH:32][CH:33]=2)[N:30]([Si:34]([CH:35]([CH3:36])[CH3:37])([CH:38]([CH3:40])[CH3:39])[CH:41]([CH3:43])[CH3:42])[CH:29]=[CH:28]3)=[O:24])[CH2:19]1)=[O:17])([CH3:13])([CH3:14])[CH3:12]. The yield is 0.690.